From a dataset of Catalyst prediction with 721,799 reactions and 888 catalyst types from USPTO. Predict which catalyst facilitates the given reaction. (1) Reactant: [CH:1]1([CH2:7][CH2:8][CH2:9][C@@H:10]([C:15]2[O:19][N:18]=[C:17]([C:20]([N:22]3[CH2:25][CH:24]([C:26]([O:28][CH3:29])=[O:27])[CH2:23]3)=[O:21])[N:16]=2)[CH2:11][C:12](O)=[O:13])[CH2:6][CH2:5][CH2:4][CH2:3][CH2:2]1.CN1CCOCC1.ClC(OCC(C)C)=O.C[Si](C)(C)[O:47][NH2:48].C(O)(=O)CC(CC(O)=O)(C(O)=O)O. Product: [CH:1]1([CH2:7][CH2:8][CH2:9][C@@H:10]([C:15]2[O:19][N:18]=[C:17]([C:20]([N:22]3[CH2:25][CH:24]([C:26]([O:28][CH3:29])=[O:27])[CH2:23]3)=[O:21])[N:16]=2)[CH2:11][C:12]([NH:48][OH:47])=[O:13])[CH2:2][CH2:3][CH2:4][CH2:5][CH2:6]1. The catalyst class is: 46. (2) Reactant: [NH2:1][CH:2]([CH2:28][C:29]1[CH:34]=[C:33]([F:35])[CH:32]=[C:31]([F:36])[CH:30]=1)[CH:3]([OH:27])[CH2:4][NH:5][C:6]1([C:17]2[CH:22]=[CH:21][CH:20]=[C:19]([C:23]([CH3:26])([CH3:25])[CH3:24])[CH:18]=2)[CH2:15][CH2:14][C:13]2[N:12]=[C:11]([CH3:16])[N:10]=[CH:9][C:8]=2[CH2:7]1.[C:37](N(OC)C(=O)C)(=[O:39])[CH3:38]. Product: [C:23]([C:19]1[CH:18]=[C:17]([C:6]2([NH:5][CH2:4][CH:3]([OH:27])[CH:2]([NH:1][C:37](=[O:39])[CH3:38])[CH2:28][C:29]3[CH:30]=[C:31]([F:36])[CH:32]=[C:33]([F:35])[CH:34]=3)[CH2:15][CH2:14][C:13]3[N:12]=[C:11]([CH3:16])[N:10]=[CH:9][C:8]=3[CH2:7]2)[CH:22]=[CH:21][CH:20]=1)([CH3:26])([CH3:25])[CH3:24]. The catalyst class is: 2. (3) Reactant: [Br:1][C:2]1[CH:3]=[C:4]([CH2:19]O)[CH:5]=[CH:6][C:7]=1[O:8][Si:9]([CH:16]([CH3:18])[CH3:17])([CH:13]([CH3:15])[CH3:14])[CH:10]([CH3:12])[CH3:11].S(Cl)([Cl:23])=O. Product: [Br:1][C:2]1[CH:3]=[C:4]([CH2:19][Cl:23])[CH:5]=[CH:6][C:7]=1[O:8][Si:9]([CH:16]([CH3:18])[CH3:17])([CH:13]([CH3:15])[CH3:14])[CH:10]([CH3:12])[CH3:11]. The catalyst class is: 4. (4) Reactant: [Br:1][C:2]1[C:3](=[O:30])[N:4]([C:19]2[CH:28]=[CH:27][C:22]([C:23]([O:25]C)=[O:24])=[CH:21][C:20]=2[F:29])[C:5]([CH3:18])=[CH:6][C:7]=1[O:8][CH2:9][C:10]1[CH:15]=[CH:14][C:13]([F:16])=[CH:12][C:11]=1[F:17].CO.O.[OH-].[Na+]. Product: [Br:1][C:2]1[C:3](=[O:30])[N:4]([C:19]2[CH:28]=[CH:27][C:22]([C:23]([OH:25])=[O:24])=[CH:21][C:20]=2[F:29])[C:5]([CH3:18])=[CH:6][C:7]=1[O:8][CH2:9][C:10]1[CH:15]=[CH:14][C:13]([F:16])=[CH:12][C:11]=1[F:17]. The catalyst class is: 7. (5) Reactant: [CH:1]1([C:4]([N:6]2[CH2:11][CH2:10][N:9]([C:12]([C:14]3[CH:21]=[CH:20][C:17](C=O)=[CH:16][CH:15]=3)=[O:13])[CH2:8][CH2:7]2)=[O:5])[CH2:3][CH2:2]1.[CH2:22]([O:24][CH:25]([O:44][CH2:45][CH3:46])[C:26]1[CH:43]=[CH:42][C:29]([CH:30]=[N:31][C:32]2[CH:40]=[CH:39][CH:38]=[C:37]3[C:33]=2[CH2:34][O:35][C:36]3=[O:41])=[CH:28][CH:27]=1)[CH3:23].[CH3:47][O-:48].[Na+].[CH3:50]O. Product: [CH:1]1([C:4]([N:6]2[CH2:11][CH2:10][N:9]([C:12]([C:14]3[CH:21]=[CH:20][C:17]([CH:50]4[C:47](=[O:48])[C:33]5[C:37]([C:36]([O:35][CH3:34])=[O:41])=[CH:38][CH:39]=[CH:40][C:32]=5[NH:31][CH:30]4[C:29]4[CH:28]=[CH:27][C:26]([CH:25]([O:44][CH2:45][CH3:46])[O:24][CH2:22][CH3:23])=[CH:43][CH:42]=4)=[CH:16][CH:15]=3)=[O:13])[CH2:8][CH2:7]2)=[O:5])[CH2:2][CH2:3]1. The catalyst class is: 567.